The task is: Predict the product of the given reaction.. This data is from Forward reaction prediction with 1.9M reactions from USPTO patents (1976-2016). (1) Given the reactants CS[C:3]1[S:4]/[C:5](=[CH:9]\[C:10]2[CH:11]=[C:12]3[C:17](=[CH:18][CH:19]=2)[N:16]=[CH:15][CH:14]=[CH:13]3)/[C:6](=[O:8])[N:7]=1.[CH3:20][O:21][C:22]1[CH:27]=[CH:26][C:25](NCC)=[CH:24][CH:23]=1.[CH3:31][CH2:32][N:33](C(C)C)C(C)C, predict the reaction product. The product is: [CH3:20][O:21][C:22]1[CH:23]=[CH:24][C:25]([CH2:31][CH2:32][NH:33][C:3]2[S:4]/[C:5](=[CH:9]\[C:10]3[CH:11]=[C:12]4[C:17](=[CH:18][CH:19]=3)[N:16]=[CH:15][CH:14]=[CH:13]4)/[C:6](=[O:8])[N:7]=2)=[CH:26][CH:27]=1. (2) Given the reactants [Br:1][C:2]1[CH:7]=[CH:6][C:5]([C:8]2([C:14](OC)=[O:15])[CH2:13][CH2:12][O:11][CH2:10][CH2:9]2)=[C:4]([N+:18]([O-])=O)[CH:3]=1, predict the reaction product. The product is: [Br:1][C:2]1[CH:3]=[C:4]2[NH:18][C:14](=[O:15])[C:8]3([CH2:13][CH2:12][O:11][CH2:10][CH2:9]3)[C:5]2=[CH:6][CH:7]=1. (3) Given the reactants [C:1]([C:3]1[CH:8]=[CH:7][C:6]([NH:9][C:10]2[O:14][C:13]([C:15]3[NH:19][C:18]4[CH:20]=[CH:21][C:22]([C@H:24]5[CH2:29][CH2:28][C@H:27]([CH2:30][C:31]([O:33]C)=[O:32])[CH2:26][CH2:25]5)=[CH:23][C:17]=4[N:16]=3)=[N:12][N:11]=2)=[CH:5][CH:4]=1)#[N:2].C[Si](C)(C)[O-].[K+], predict the reaction product. The product is: [C:1]([C:3]1[CH:8]=[CH:7][C:6]([NH:9][C:10]2[O:14][C:13]([C:15]3[NH:19][C:18]4[CH:20]=[CH:21][C:22]([C@H:24]5[CH2:25][CH2:26][C@H:27]([CH2:30][C:31]([OH:33])=[O:32])[CH2:28][CH2:29]5)=[CH:23][C:17]=4[N:16]=3)=[N:12][N:11]=2)=[CH:5][CH:4]=1)#[N:2]. (4) Given the reactants [F:1][C:2]1[CH:9]=[CH:8][C:7]([O:10]C)=[CH:6][C:3]=1[CH:4]=[O:5].B(Br)(Br)Br, predict the reaction product. The product is: [F:1][C:2]1[CH:9]=[CH:8][C:7]([OH:10])=[CH:6][C:3]=1[CH:4]=[O:5]. (5) Given the reactants [CH2:1]([O:3][C:4]([C:6]1[NH:7][C:8]2[C:13]([CH:14]=1)=[CH:12][CH:11]=[C:10]([Cl:15])[C:9]=2[F:16])=[O:5])[CH3:2].[C:17]([O:21][C:22]([N:24]1[CH2:28][C@H:27]([CH3:29])OS1(=O)=O)=[O:23])([CH3:20])([CH3:19])[CH3:18], predict the reaction product. The product is: [CH2:1]([O:3][C:4]([C:6]1[N:7]([C@H:27]([CH3:29])[CH2:28][NH:24][C:22]([O:21][C:17]([CH3:20])([CH3:19])[CH3:18])=[O:23])[C:8]2[C:13]([CH:14]=1)=[CH:12][CH:11]=[C:10]([Cl:15])[C:9]=2[F:16])=[O:5])[CH3:2]. (6) Given the reactants [C:1]([O:5][C:6](=[O:31])[NH:7][CH:8]([C:10](=[O:30])[NH:11][C:12]1[CH:17]=[CH:16][CH:15]=[C:14]([Cl:18])[C:13]=1[C:19](=O)[NH:20][C:21]1[CH:26]=[C:25]([F:27])[CH:24]=[C:23]([F:28])[CH:22]=1)[CH3:9])([CH3:4])([CH3:3])[CH3:2].C(N(CC)C(C)C)(C)C.C1(P(C2C=CC=CC=2)C2C=CC=CC=2)C=CC=CC=1.II, predict the reaction product. The product is: [C:1]([O:5][C:6](=[O:31])[NH:7][CH:8]([C:10]1[O:30][CH:19]([NH:20][C:21]2[CH:26]=[C:25]([F:27])[CH:24]=[C:23]([F:28])[CH:22]=2)[C:13]2[C:14]([Cl:18])=[CH:15][CH:16]=[CH:17][C:12]=2[N:11]=1)[CH3:9])([CH3:4])([CH3:3])[CH3:2]. (7) Given the reactants [Cl:1][C:2]1[CH:28]=[C:27]([Cl:29])[CH:26]=[CH:25][C:3]=1[CH2:4][N:5]1[C:9]2[CH:10]=[C:11](B3OC(C)(C)C(C)(C)O3)[CH:12]=[C:13]([CH3:14])[C:8]=2[N:7]=[C:6]1[CH3:24].Cl[C:31]1[N:36]=[C:35]([C:37]([OH:39])=[O:38])[CH:34]=[CH:33][CH:32]=1, predict the reaction product. The product is: [Cl:1][C:2]1[CH:28]=[C:27]([Cl:29])[CH:26]=[CH:25][C:3]=1[CH2:4][N:5]1[C:9]2[CH:10]=[C:11]([C:31]3[N:36]=[C:35]([C:37]([OH:39])=[O:38])[CH:34]=[CH:33][CH:32]=3)[CH:12]=[C:13]([CH3:14])[C:8]=2[N:7]=[C:6]1[CH3:24].